Dataset: Catalyst prediction with 721,799 reactions and 888 catalyst types from USPTO. Task: Predict which catalyst facilitates the given reaction. (1) Reactant: [CH3:1][C:2]1[C:8](=[O:9])[C:7]2[N:10]3[C@@:14]([O:21][CH3:22])([C@H:15]([CH2:16][O:17][C:18]([NH2:20])=[O:19])[C:6]=2[C:4](=[O:5])[C:3]=1[NH2:24])[C@H:13]1[NH:23][C@H:12]1[CH2:11]3. Product: [CH3:1][C:2]1[C:8](=[O:9])[C:7]2[N:10]3[C@@:14]([O:21][CH3:22])([C@H:15]([CH2:16][O:17][C:18]([NH2:20])=[O:19])[C:6]=2[C:4](=[O:5])[C:3]=1[NH2:24])[C@H:13]1[NH:23][C@H:12]1[CH2:11]3.[CH3:7][N:10]([C:14]1[CH:15]=[CH:6][CH:4]=[CH:3][N:24]=1)[CH3:11]. The catalyst class is: 9. (2) Reactant: C([O:3][C:4](=O)[CH2:5][N:6]1[CH2:11][CH2:10][CH2:9][CH2:8][CH2:7]1)C.O.[NH2:14][NH2:15]. Product: [N:6]1([CH2:5][C:4]([NH:14][NH2:15])=[O:3])[CH2:11][CH2:10][CH2:9][CH2:8][CH2:7]1. The catalyst class is: 8. (3) Reactant: [Cl:1][C:2]1[CH:3]=[CH:4][C:5]([O:17][CH2:18][CH:19]([CH3:21])[CH3:20])=[C:6]([NH:8][C:9]2[S:10][CH:11]=[C:12]([C:14](O)=O)[N:13]=2)[CH:7]=1.C1C=CC2N(O)N=NC=2C=1.CCN=C=NCCCN(C)C.CN1CCOCC1.[NH2:50][C:51]1[CH:52]=[C:53]([CH:58]=[CH:59][C:60]=1[NH2:61])[C:54]([O:56][CH3:57])=[O:55]. Product: [Cl:1][C:2]1[CH:3]=[CH:4][C:5]([O:17][CH2:18][CH:19]([CH3:21])[CH3:20])=[C:6]([NH:8][C:9]2[S:10][CH:11]=[C:12]([C:14]3[NH:61][C:60]4[CH:59]=[CH:58][C:53]([C:54]([O:56][CH3:57])=[O:55])=[CH:52][C:51]=4[N:50]=3)[N:13]=2)[CH:7]=1. The catalyst class is: 4. (4) Reactant: Br[C:2]1[N:6]([CH:7]([CH3:9])[CH3:8])[C:5]2[CH:10]([C:23]3[CH:28]=[CH:27][C:26]([Cl:29])=[CH:25][CH:24]=3)[N:11]([C:14]3[CH:19]=[C:18]([CH3:20])[C:17](=[O:21])[N:16]([CH3:22])[CH:15]=3)[C:12](=[O:13])[C:4]=2[N:3]=1.C([Sn](CCCC)(CCCC)[C:35]1[S:36][CH:37]=[CH:38][N:39]=1)CCC. Product: [Cl:29][C:26]1[CH:27]=[CH:28][C:23]([CH:10]2[C:5]3[N:6]([CH:7]([CH3:9])[CH3:8])[C:2]([C:35]4[S:36][CH:37]=[CH:38][N:39]=4)=[N:3][C:4]=3[C:12](=[O:13])[N:11]2[C:14]2[CH:19]=[C:18]([CH3:20])[C:17](=[O:21])[N:16]([CH3:22])[CH:15]=2)=[CH:24][CH:25]=1. The catalyst class is: 28. (5) The catalyst class is: 3. Product: [CH:1]([N:14]1[CH2:17][C:16]([O:18][CH3:20])([CH3:19])[CH2:15]1)([C:8]1[CH:13]=[CH:12][CH:11]=[CH:10][CH:9]=1)[C:2]1[CH:3]=[CH:4][CH:5]=[CH:6][CH:7]=1. Reactant: [CH:1]([N:14]1[CH2:17][C:16]([CH3:19])([OH:18])[CH2:15]1)([C:8]1[CH:13]=[CH:12][CH:11]=[CH:10][CH:9]=1)[C:2]1[CH:7]=[CH:6][CH:5]=[CH:4][CH:3]=1.[CH3:20]I.[H-].[Na+]. (6) The catalyst class is: 5. Reactant: [NH2:1][CH:2]([C:6]1[CH:11]=[CH:10][C:9]([O:12][CH2:13][CH2:14][O:15][CH3:16])=[CH:8][CH:7]=1)[C:3]([NH2:5])=[O:4].[C:17]1(=O)[CH2:22][CH2:21][CH2:20][CH2:19][CH2:18]1. Product: [CH3:16][O:15][CH2:14][CH2:13][O:12][C:9]1[CH:10]=[CH:11][C:6]([CH:2]2[NH:1][C:17]3([CH2:22][CH2:21][CH2:20][CH2:19][CH2:18]3)[NH:5][C:3]2=[O:4])=[CH:7][CH:8]=1.